From a dataset of Catalyst prediction with 721,799 reactions and 888 catalyst types from USPTO. Predict which catalyst facilitates the given reaction. (1) Reactant: C(OC([NH:8][C@H:9]([C:28](=[O:35])[N:29]1[CH2:34][CH2:33][CH2:32][CH2:31][CH2:30]1)[CH2:10][C:11]1[CH:12]=[C:13]([C:17](=[CH2:27])[CH2:18][CH2:19][C:20]([O:22]C(C)(C)C)=[O:21])[CH:14]=[CH:15][CH:16]=1)=O)(C)(C)C.C(O)(=O)C.[CH:40]1[C:52]2[CH:51]([CH2:53][O:54][C:55]([O:57]N3C(=O)CCC3=O)=O)[C:50]3[C:45](=[CH:46][CH:47]=[CH:48][CH:49]=3)[C:44]=2[CH:43]=[CH:42][CH:41]=1. Product: [CH:45]1[C:50]2[CH:51]([CH2:53][O:54][C:55]([NH:8][C@H:9]([C:28](=[O:35])[N:29]3[CH2:34][CH2:33][CH2:32][CH2:31][CH2:30]3)[CH2:10][C:11]3[CH:12]=[C:13]([C:17](=[CH2:27])[CH2:18][CH2:19][C:20]([OH:22])=[O:21])[CH:14]=[CH:15][CH:16]=3)=[O:57])[C:52]3[C:44](=[CH:43][CH:42]=[CH:41][CH:40]=3)[C:49]=2[CH:48]=[CH:47][CH:46]=1. The catalyst class is: 127. (2) Reactant: [CH2:1]([O:5][CH2:6][CH2:7][CH:8]([CH3:10])[CH3:9])[CH:2]1[O:4][CH2:3]1.S(=O)(=O)(O)[OH:12]. Product: [CH3:9][CH:8]([CH3:10])[CH2:7][CH2:6][O:5][CH:1]([OH:12])[CH:2]([OH:4])[CH3:3]. The catalyst class is: 21.